Dataset: Forward reaction prediction with 1.9M reactions from USPTO patents (1976-2016). Task: Predict the product of the given reaction. (1) Given the reactants BrN1[C:6](=[O:7])[CH2:5][CH2:4]C1=O.[C:9]([NH2:17])(=[S:16])[C:10]1[CH:15]=[CH:14][CH:13]=[CH:12][CH:11]=1.O1CCO[CH2:20][CH2:19]1.[OH2:24], predict the reaction product. The product is: [C:10]1([C:9]2[S:16][C:5]([C:6]([O:7][CH2:19][CH3:20])=[O:24])=[CH:4][N:17]=2)[CH:15]=[CH:14][CH:13]=[CH:12][CH:11]=1. (2) Given the reactants [NH2:1][C:2]1[S:10][C:5]2[CH2:6][O:7][CH2:8][CH2:9][C:4]=2[C:3]=1[C:11]#[N:12].C(N(CC)CC)C.[C:20]1([CH:26]([C:30]2[CH:35]=[CH:34][CH:33]=[CH:32][CH:31]=2)[C:27](Cl)=[O:28])[CH:25]=[CH:24][CH:23]=[CH:22][CH:21]=1, predict the reaction product. The product is: [C:11]([C:3]1[C:4]2[CH2:9][CH2:8][O:7][CH2:6][C:5]=2[S:10][C:2]=1[NH:1][C:27](=[O:28])[CH:26]([C:20]1[CH:25]=[CH:24][CH:23]=[CH:22][CH:21]=1)[C:30]1[CH:35]=[CH:34][CH:33]=[CH:32][CH:31]=1)#[N:12]. (3) Given the reactants [OH:1][C@@H:2]1[CH2:7][CH2:6][CH2:5][CH2:4][C@H:3]1[N:8]1[CH2:13][CH2:12][C:11](=[O:14])[CH2:10][CH2:9]1.[O:15]1C2(CCNCC2)O[CH2:17][CH2:16]1.C12OC1CCCC2, predict the reaction product. The product is: [O:15]1[C:11]2([CH2:12][CH2:13][N:8]([C@@H:3]3[CH2:4][CH2:5][CH2:6][CH2:7][C@H:2]3[OH:1])[CH2:9][CH2:10]2)[O:14][CH2:17][CH2:16]1. (4) Given the reactants [NH2:1][C:2]1[CH:7]=[CH:6][C:5]([Br:8])=[CH:4][C:3]=1[C:9](=O)[CH3:10].Cl.C([O:15][C:16](=O)[CH2:17][NH2:18])C, predict the reaction product. The product is: [Br:8][C:5]1[CH:6]=[CH:7][C:2]2[NH:1][C:16](=[O:15])[CH2:17][N:18]=[C:9]([CH3:10])[C:3]=2[CH:4]=1.